Dataset: Forward reaction prediction with 1.9M reactions from USPTO patents (1976-2016). Task: Predict the product of the given reaction. (1) Given the reactants Cl.[Br:2][C:3]1[CH:19]=[CH:18][C:6]([CH2:7][N:8]([C:10]2[CH:15]=[CH:14][C:13]([O:16][CH3:17])=[CH:12][CH:11]=2)N)=[CH:5][CH:4]=1.C1(C)C=CC=CC=1.[CH2:27]([O:29][C:30](=[O:43])[C:31]([CH3:42])([CH3:41])[CH2:32][C:33](=O)[CH2:34][S:35][C:36]([CH3:39])([CH3:38])[CH3:37])[CH3:28].C([O-])(=O)C.[Na+], predict the reaction product. The product is: [CH2:27]([O:29][C:30](=[O:43])[C:31]([CH3:42])([CH3:41])[CH2:32][C:33]1[N:8]([CH2:7][C:6]2[CH:18]=[CH:19][C:3]([Br:2])=[CH:4][CH:5]=2)[C:10]2[C:15]([C:34]=1[S:35][C:36]([CH3:39])([CH3:38])[CH3:37])=[CH:14][C:13]([O:16][CH3:17])=[CH:12][CH:11]=2)[CH3:28]. (2) Given the reactants [Cl:1][C:2]1[C:7]([N:8]2[CH2:13][CH2:12][CH:11]([C:14]3[CH:15]=[N:16][CH:17]=[CH:18][CH:19]=3)[CH2:10][CH2:9]2)=[CH:6][N:5]=[N:4][C:3]=1[NH:20][NH:21][C:22](=O)[CH2:23][CH:24]1[CH2:26][CH2:25]1.P(Cl)(Cl)(Cl)=O, predict the reaction product. The product is: [Cl:1][C:2]1[C:3]2[N:4]([C:22]([CH2:23][CH:24]3[CH2:26][CH2:25]3)=[N:21][N:20]=2)[N:5]=[CH:6][C:7]=1[N:8]1[CH2:13][CH2:12][CH:11]([C:14]2[CH:15]=[N:16][CH:17]=[CH:18][CH:19]=2)[CH2:10][CH2:9]1.